Dataset: Forward reaction prediction with 1.9M reactions from USPTO patents (1976-2016). Task: Predict the product of the given reaction. (1) Given the reactants C(O[C:4]1[C:5](=[O:16])[C:6](=[O:15])[C:7]=1[NH:8][C:9]1[CH:14]=[CH:13][N:12]=[CH:11][CH:10]=1)C.[Cl:17][C:18]1[CH:33]=[CH:32][C:21]([O:22][CH2:23][C:24]2[CH:25]=[C:26]([CH:29]=[CH:30][CH:31]=2)[CH2:27][NH2:28])=[CH:20][CH:19]=1, predict the reaction product. The product is: [Cl:17][C:18]1[CH:19]=[CH:20][C:21]([O:22][CH2:23][C:24]2[CH:25]=[C:26]([CH:29]=[CH:30][CH:31]=2)[CH2:27][NH:28][C:4]2[C:5](=[O:16])[C:6](=[O:15])[C:7]=2[NH:8][C:9]2[CH:10]=[CH:11][N:12]=[CH:13][CH:14]=2)=[CH:32][CH:33]=1. (2) Given the reactants [CH3:1][C:2]1[CH:3]=[C:4]([NH:9][CH:10]2[CH2:15][CH2:14][N:13]([C@H:16]3[CH2:21][CH2:20][C@@H:19]([O:22][CH2:23][C:24]#[CH:25])[CH2:18][CH2:17]3)[CH2:12][CH2:11]2)[C:5]([NH2:8])=[CH:6][CH:7]=1.C(N(C(C)C)CC)(C)C.Cl[C:36](Cl)([O:38]C(=O)OC(Cl)(Cl)Cl)Cl, predict the reaction product. The product is: [CH3:1][C:2]1[CH:7]=[CH:6][C:5]2[NH:8][C:36](=[O:38])[N:9]([CH:10]3[CH2:15][CH2:14][N:13]([C@H:16]4[CH2:21][CH2:20][C@@H:19]([O:22][CH2:23][C:24]#[CH:25])[CH2:18][CH2:17]4)[CH2:12][CH2:11]3)[C:4]=2[CH:3]=1. (3) Given the reactants [O:1]1CCO[CH:2]1[C:6]1[CH:7]=[CH:8][C:9]([C:12]2[S:20][C:19]3[C:14](=[N:15][CH:16]=[CH:17][C:18]=3[O:21][C:22]3[CH:27]=[CH:26][C:25]([NH:28][C:29](=[O:42])[NH:30][CH:31]4[CH2:34][N:33](C(OC(C)(C)C)=O)[CH2:32]4)=[CH:24][C:23]=3[F:43])[CH:13]=2)=[N:10][CH:11]=1.Cl, predict the reaction product. The product is: [NH:33]1[CH2:32][CH:31]([NH:30][C:29]([NH:28][C:25]2[CH:26]=[CH:27][C:22]([O:21][C:18]3[CH:17]=[CH:16][N:15]=[C:14]4[CH:13]=[C:12]([C:9]5[CH:8]=[CH:7][C:6]([CH:2]=[O:1])=[CH:11][N:10]=5)[S:20][C:19]=34)=[C:23]([F:43])[CH:24]=2)=[O:42])[CH2:34]1. (4) Given the reactants Cl[C:2]([O:4][C:5]1[CH:10]=[CH:9][C:8]([N+:11]([O-:13])=[O:12])=[CH:7][CH:6]=1)=[O:3].N1C=CC=CC=1.[Si:20]([O:27][CH2:28][C:29]1[CH:45]=[CH:44][C:32]([C:33]([NH:35][NH:36][C:37]([O:39][C:40]([CH3:43])([CH3:42])[CH3:41])=[O:38])=[O:34])=[C:31]([CH2:46][OH:47])[CH:30]=1)([C:23]([CH3:26])([CH3:25])[CH3:24])([CH3:22])[CH3:21].C(Cl)Cl, predict the reaction product. The product is: [Si:20]([O:27][CH2:28][C:29]1[CH:45]=[CH:44][C:32]([C:33]([NH:35][NH:36][C:37]([O:39][C:40]([CH3:41])([CH3:43])[CH3:42])=[O:38])=[O:34])=[C:31]([CH2:46][O:47][C:2]([O:4][C:5]2[CH:6]=[CH:7][C:8]([N+:11]([O-:13])=[O:12])=[CH:9][CH:10]=2)=[O:3])[CH:30]=1)([C:23]([CH3:26])([CH3:24])[CH3:25])([CH3:22])[CH3:21]. (5) Given the reactants [CH3:1][O:2][CH2:3][CH2:4][NH2:5].[C:6]([N:9]([C:14]1[C:15](=[O:28])[C:16]2[CH:20]=[C:19]([C:21]([O:23][CH3:24])=[O:22])[S:18][C:17]=2[C:25](=[O:27])[CH:26]=1)[CH2:10][CH2:11][O:12][CH3:13])(=[O:8])[CH3:7], predict the reaction product. The product is: [C:6]([N:9]([C:14]1[C:15](=[O:28])[C:16]2[CH:20]=[C:19]([C:21]([O:23][CH3:24])=[O:22])[S:18][C:17]=2[C:25](=[O:27])[C:26]=1[NH:5][CH2:4][CH2:3][O:2][CH3:1])[CH2:10][CH2:11][O:12][CH3:13])(=[O:8])[CH3:7].